Dataset: Reaction yield outcomes from USPTO patents with 853,638 reactions. Task: Predict the reaction yield, written as a fraction of the theoretical maximum amount of product (1.0 means a 100% yield; for example, 0.34 means a 34% yield). (1) The reactants are [N:1]1[CH:6]=[CH:5][CH:4]=[CH:3][C:2]=1[CH2:7][CH2:8][CH2:9][CH2:10][C:11]([O:13]CC)=[O:12].[OH-].[Na+]. The catalyst is C(O)C. The product is [N:1]1[CH:6]=[CH:5][CH:4]=[CH:3][C:2]=1[CH2:7][CH2:8][CH2:9][CH2:10][C:11]([OH:13])=[O:12]. The yield is 0.820. (2) The reactants are [CH3:1][N:2]1[CH:6]=[CH:5][CH:4]=[CH:3]1.CN(CCN(C)C)C.[Li]CCCC.[Sn](Cl)(C)(C)C.Br[C:26]1[CH:27]=[C:28]([CH:31]=[CH:32][CH:33]=1)[CH:29]=[O:30].[F-].[K+]. The catalyst is CCOCC.C1COCC1.Cl[Pd](Cl)([P](C1C=CC=CC=1)(C1C=CC=CC=1)C1C=CC=CC=1)[P](C1C=CC=CC=1)(C1C=CC=CC=1)C1C=CC=CC=1.C(OCC)(=O)C.O1CCOCC1. The product is [CH3:1][N:2]1[CH:6]=[CH:5][CH:4]=[C:3]1[C:26]1[CH:27]=[C:28]([CH:31]=[CH:32][CH:33]=1)[CH:29]=[O:30]. The yield is 0.240. (3) The reactants are Br[C:2]1[CH:3]=[C:4]2[C:9](=[CH:10][CH:11]=1)[N:8]=[CH:7][CH:6]=[C:5]2[N:12]([CH2:15][CH3:16])[CH2:13][CH3:14].C([Li])CCC.CN(C)[CH:24]=[O:25]. The catalyst is C1COCC1.[Cl-].[NH4+]. The product is [CH2:13]([N:12]([CH2:15][CH3:16])[C:5]1[C:4]2[C:9](=[CH:10][CH:11]=[C:2]([CH:24]=[O:25])[CH:3]=2)[N:8]=[CH:7][CH:6]=1)[CH3:14]. The yield is 0.480. (4) The reactants are CC(OC(/N=N/C(OC(C)C)=O)=O)C.[OH:15][C:16]1[CH:17]=[C:18]([CH:24]2[CH2:28][NH:27][C:26](=[O:29])[CH2:25]2)[CH:19]=[CH:20][C:21]=1[O:22][CH3:23].[CH2:30](O)[CH:31]=[CH:32][C:33]1[CH:38]=[CH:37][CH:36]=[CH:35][CH:34]=1.C1(P(C2C=CC=CC=2)C2C=CC=CC=2)C=CC=CC=1. The catalyst is O1CCCC1. The product is [CH2:30]([O:15][C:16]1[CH:17]=[C:18]([CH:24]2[CH2:28][NH:27][C:26](=[O:29])[CH2:25]2)[CH:19]=[CH:20][C:21]=1[O:22][CH3:23])[CH:31]=[CH:32][C:33]1[CH:38]=[CH:37][CH:36]=[CH:35][CH:34]=1. The yield is 0.700. (5) The reactants are [NH2:1][C:2]([CH3:6])([CH3:5])[CH2:3][OH:4].[H-].[Na+].[NH2:9][C:10]1[CH:17]=[CH:16][CH:15]=[C:14](F)[C:11]=1[C:12]#[N:13]. The catalyst is C1COCC1. The product is [NH2:9][C:10]1[CH:17]=[CH:16][CH:15]=[C:14]([O:4][CH2:3][C:2]([NH2:1])([CH3:6])[CH3:5])[C:11]=1[C:12]#[N:13]. The yield is 0.710. (6) The reactants are O1P2[O:7][P:8]3[O:10]P(O2)OP1[O:9]3.[C:11]([OH:14])(=O)[CH3:12]. The catalyst is O. The product is [CH3:12][C:11]([P:8]([OH:7])([OH:9])=[O:10])([P:8]([OH:10])([OH:9])=[O:7])[OH:14]. The yield is 0.970.